This data is from TCR-epitope binding with 47,182 pairs between 192 epitopes and 23,139 TCRs. The task is: Binary Classification. Given a T-cell receptor sequence (or CDR3 region) and an epitope sequence, predict whether binding occurs between them. The epitope is ISDYDYYRY. The TCR CDR3 sequence is CASSLDPYNEQFF. Result: 0 (the TCR does not bind to the epitope).